This data is from Forward reaction prediction with 1.9M reactions from USPTO patents (1976-2016). The task is: Predict the product of the given reaction. (1) Given the reactants Cl.[F:2][C:3]1[CH:8]=[C:7]([F:9])[CH:6]=[CH:5][C:4]=1[C:10]1[C:18]2[CH:17]=[CH:16][C:15](=[O:19])[N:14]([C:20]3[CH:25]=[CH:24][C:23]([N:26]4[CH2:31][CH2:30][N:29]([CH3:32])[CH2:28][CH2:27]4)=[CH:22][CH:21]=3)[C:13]=2[S:12][C:11]=1C(OCC)=O.Cl, predict the reaction product. The product is: [F:2][C:3]1[CH:8]=[C:7]([F:9])[CH:6]=[CH:5][C:4]=1[C:10]1[C:18]2[CH:17]=[CH:16][C:15](=[O:19])[N:14]([C:20]3[CH:21]=[CH:22][C:23]([N:26]4[CH2:27][CH2:28][N:29]([CH3:32])[CH2:30][CH2:31]4)=[CH:24][CH:25]=3)[C:13]=2[S:12][CH:11]=1. (2) Given the reactants [NH2:1][C:2]1[N:6]([C:7]2[CH:8]=[C:9]([CH:16]=[CH:17][C:18]=2[CH3:19])[C:10]([NH:12][CH:13]2[CH2:15][CH2:14]2)=[O:11])[N:5]=[CH:4][C:3]=1[C:20](=[O:28])[C:21]1[CH:26]=[CH:25][CH:24]=[C:23]([OH:27])[CH:22]=1.Cl[CH2:30][C:31]([O:33]C(C)(C)C)=[O:32].C([O-])([O-])=O.[K+].[K+], predict the reaction product. The product is: [NH2:1][C:2]1[N:6]([C:7]2[CH:8]=[C:9]([C:10](=[O:11])[NH:12][CH:13]3[CH2:14][CH2:15]3)[CH:16]=[CH:17][C:18]=2[CH3:19])[N:5]=[CH:4][C:3]=1[C:20]([C:21]1[CH:22]=[C:23]([CH:24]=[CH:25][CH:26]=1)[O:27][CH2:30][C:31]([OH:33])=[O:32])=[O:28]. (3) Given the reactants Br[C:2]1[CH:3]=[C:4]2[C:8](=[CH:9][CH:10]=1)[NH:7][CH:6]=[C:5]2[CH2:11][CH2:12][N:13]([CH3:15])[CH3:14].[CH3:16][N:17](C=O)C, predict the reaction product. The product is: [CH3:14][N:13]([CH3:15])[CH2:12][CH2:11][C:5]1[C:4]2[C:8](=[CH:9][CH:10]=[C:2]([C:16]#[N:17])[CH:3]=2)[NH:7][CH:6]=1. (4) Given the reactants C([O:8][N:9]([CH2:12][C:13]1([C:19]([OH:21])=O)[CH2:18][CH2:17][CH2:16][CH2:15][CH2:14]1)[CH:10]=[O:11])C1C=CC=CC=1.[NH:22]1[CH2:26][CH2:25][CH2:24][C@H:23]1[C:27]1[NH:31][C:30]2[CH:32]=[CH:33][CH:34]=[CH:35][C:29]=2[N:28]=1, predict the reaction product. The product is: [NH:28]1[C:29]2[CH:35]=[CH:34][CH:33]=[CH:32][C:30]=2[N:31]=[C:27]1[C@@H:23]1[CH2:24][CH2:25][CH2:26][N:22]1[C:19]([C:13]1([CH2:12][N:9]([OH:8])[CH:10]=[O:11])[CH2:14][CH2:15][CH2:16][CH2:17][CH2:18]1)=[O:21]. (5) Given the reactants [CH:1]1([CH2:4][O:5][C:6]2[CH:14]=[CH:13][C:9]3[O:10][CH2:11][O:12][C:8]=3[C:7]=2[C:15]2[CH:20]=[CH:19][N:18]=[C:17]3[C:21]([C:25]([NH:27][CH:28]4[CH2:33][CH2:32][N:31](C(OC(C)(C)C)=O)[CH2:30][CH2:29]4)=[O:26])=[C:22]([CH3:24])[NH:23][C:16]=23)[CH2:3][CH2:2]1.[ClH:41].COC(C)(C)C, predict the reaction product. The product is: [ClH:41].[CH:1]1([CH2:4][O:5][C:6]2[CH:14]=[CH:13][C:9]3[O:10][CH2:11][O:12][C:8]=3[C:7]=2[C:15]2[CH:20]=[CH:19][N:18]=[C:17]3[C:21]([C:25]([NH:27][CH:28]4[CH2:29][CH2:30][NH:31][CH2:32][CH2:33]4)=[O:26])=[C:22]([CH3:24])[NH:23][C:16]=23)[CH2:3][CH2:2]1. (6) Given the reactants [H-].[Na+].[CH:3]1[C:15]2[NH:14][C:13]3[C:8](=[CH:9][CH:10]=[CH:11][CH:12]=3)[C:7]=2[C:6]([O:16][C:17]([CH3:22])([CH3:21])[C:18]([OH:20])=[O:19])=[CH:5][CH:4]=1.Cl[CH2:24][C:25]1[CH:44]=[CH:43][C:28]([O:29][CH2:30][C:31]2[N:32]=[C:33]([C:37]3[CH:42]=[CH:41][CH:40]=[CH:39][CH:38]=3)[O:34][C:35]=2[CH3:36])=[C:27]([O:45][CH3:46])[CH:26]=1.Cl, predict the reaction product. The product is: [CH3:46][O:45][C:27]1[CH:26]=[C:25]([CH:44]=[CH:43][C:28]=1[O:29][CH2:30][C:31]1[N:32]=[C:33]([C:37]2[CH:42]=[CH:41][CH:40]=[CH:39][CH:38]=2)[O:34][C:35]=1[CH3:36])[CH2:24][N:14]1[C:15]2[CH:3]=[CH:4][CH:5]=[C:6]([O:16][C:17]([CH3:22])([CH3:21])[C:18]([OH:20])=[O:19])[C:7]=2[C:8]2[C:13]1=[CH:12][CH:11]=[CH:10][CH:9]=2.